From a dataset of Reaction yield outcomes from USPTO patents with 853,638 reactions. Predict the reaction yield, written as a fraction of the theoretical maximum amount of product (1.0 means a 100% yield; for example, 0.34 means a 34% yield). (1) The reactants are [CH:1]1[C:10]2[C:11]3[CH2:16][N:15]=[CH:14][CH2:13][C:12]=3[N:8]3[C:9]=2[C:4]([CH2:5][CH2:6][CH2:7]3)=[CH:3][CH:2]=1.Cl[CH2:18][CH2:19][CH2:20][C:21]([C:23]1[CH:28]=[CH:27][C:26]([F:29])=[CH:25][CH:24]=1)=[O:22].C([O-])([O-])=O.[K+].[K+]. No catalyst specified. The product is [F:29][C:26]1[CH:25]=[CH:24][C:23]([C:21](=[O:22])[CH2:20][CH2:19][CH2:18][N:15]2[CH2:14][CH2:13][C:12]3[N:8]4[C:9]5[C:4](=[CH:3][CH:2]=[CH:1][C:10]=5[C:11]=3[CH2:16]2)[CH2:5][CH2:6][CH2:7]4)=[CH:28][CH:27]=1. The yield is 0.280. (2) The reactants are [OH:1][CH2:2][C@@H:3]([NH:8][C:9](=[O:15])[O:10][C:11]([CH3:14])([CH3:13])[CH3:12])[CH2:4][CH:5]([CH3:7])[CH3:6].Cl[C:17]1[CH:18]=[CH:19][C:20]2[C:30]3[C:25](=[CH:26][N:27]=[CH:28][CH:29]=3)[CH:24]([C:31]([F:34])([F:33])[F:32])[O:23][C:21]=2[CH:22]=1. No catalyst specified. The product is [CH3:6][CH:5]([CH3:7])[CH2:4][C@H:3]([NH:8][C:9](=[O:15])[O:10][C:11]([CH3:13])([CH3:12])[CH3:14])[CH2:2][O:1][C:17]1[CH:18]=[CH:19][C:20]2[C:30]3[C:25](=[CH:26][N:27]=[CH:28][CH:29]=3)[CH:24]([C:31]([F:33])([F:34])[F:32])[O:23][C:21]=2[CH:22]=1. The yield is 0.490. (3) The product is [NH2:2][C:3]([C:11]1[CH:12]=[CH:13][CH:14]=[CH:15][CH:16]=1)([CH2:9][CH3:10])[C:4]([O:6][CH2:7][CH3:8])=[O:5]. The reactants are Cl.[NH2:2][C:3]([C:11]1[CH:16]=[CH:15][CH:14]=[CH:13][CH:12]=1)([CH2:9][CH3:10])[C:4]([O:6][CH2:7][CH3:8])=[O:5].C(N(CC)CC)C. The catalyst is C1COCC1. The yield is 0.770. (4) The reactants are [CH3:1][C@H:2]1[CH2:11][C:9](=[O:10])[C:5](=[C:6]([CH3:8])[CH3:7])[CH2:4][CH2:3]1.C([O-])(O)=[O:13].[Na+].Cl.[CH3:18][CH2:19]OCC. The catalyst is BrBr.CC[O-].[Na+].O. The product is [CH3:1][C@@H:2]1[CH2:3][CH2:4][C:5](=[C:6]([CH3:7])[CH3:8])[CH:11]1[C:9]([O:10][CH2:18][CH3:19])=[O:13]. The yield is 0.640. (5) The reactants are FC(F)(F)S(O[C:7]1[CH:12]=[CH:11][C:10]([N:13]2[CH:18]=[C:17]([O:19][CH3:20])[C:16](=[O:21])[C:15]([C:22]3[N:26]([C:27]4[CH:32]=[CH:31][CH:30]=[CH:29][CH:28]=4)[N:25]=[CH:24][CH:23]=3)=[N:14]2)=[C:9]([F:33])[CH:8]=1)(=O)=O.[CH:36]1(B(O)O)[CH2:38][CH2:37]1.[O-]P([O-])([O-])=O.[K+].[K+].[K+].C1(P(C2CCCCC2)C2CCCCC2)CCCCC1. The catalyst is C1(C)C=CC=CC=1.O.C([O-])(O)=O.[Na+].CC([O-])=O.CC([O-])=O.[Pd+2]. The product is [CH:36]1([C:7]2[CH:12]=[CH:11][C:10]([N:13]3[CH:18]=[C:17]([O:19][CH3:20])[C:16](=[O:21])[C:15]([C:22]4[N:26]([C:27]5[CH:32]=[CH:31][CH:30]=[CH:29][CH:28]=5)[N:25]=[CH:24][CH:23]=4)=[N:14]3)=[C:9]([F:33])[CH:8]=2)[CH2:38][CH2:37]1. The yield is 0.640. (6) The yield is 0.210. The catalyst is C(#N)C. The product is [CH3:21][C:12]1[CH:13]=[C:14]([NH:18][C:1]([NH:8][CH2:9][CH2:10][NH2:11])=[O:3])[CH:15]=[CH:16][CH:17]=1. The reactants are [C:1]([NH:8][CH2:9][CH2:10][NH2:11])([O:3]C(C)(C)C)=O.[C:12]1([CH3:21])[CH:17]=[CH:16][CH:15]=[C:14]([N:18]=C=O)[CH:13]=1.